From a dataset of Reaction yield outcomes from USPTO patents with 853,638 reactions. Predict the reaction yield, written as a fraction of the theoretical maximum amount of product (1.0 means a 100% yield; for example, 0.34 means a 34% yield). (1) The reactants are [C:12]([O:11][C:9](O[C:9]([O:11][C:12]([CH3:15])([CH3:14])[CH3:13])=[O:10])=[O:10])([CH3:15])([CH3:14])[CH3:13].[NH2:16][CH2:17][CH2:18][C:19]1[CH:25]=[CH:24][CH:23]=[CH:22][C:20]=1[NH2:21]. No catalyst specified. The product is [C:12]([O:11][C:9](=[O:10])[NH:16][CH2:17][CH2:18][C:19]1[CH:25]=[CH:24][CH:23]=[CH:22][C:20]=1[NH2:21])([CH3:13])([CH3:14])[CH3:15]. The yield is 1.00. (2) The reactants are O.[NH2:2][C@H:3]([C:9]([O-:11])=[O:10])[CH2:4][CH2:5][CH2:6][CH2:7][NH2:8].[NH2:12][C@H:13]([C:19]([O-:21])=[O:20])[CH2:14][CH2:15][CH2:16][CH2:17][NH2:18].[Mg+2:22]. The catalyst is CO.C(OCC)(=O)C. The product is [NH2:2][C@H:3]([C:9]([O-:11])=[O:10])[CH2:4][CH2:5][CH2:6][CH2:7][NH2:8].[NH2:12][C@H:13]([C:19]([O-:21])=[O:20])[CH2:14][CH2:15][CH2:16][CH2:17][NH2:18].[Mg+2:22]. The yield is 1.00. (3) The reactants are [Cl-].[Li+].[BH4-].[Na+].[Si:5]([O:12][C@H:13]1[CH2:17][N:16]([S:18]([C:21]2[CH:26]=[CH:25][C:24]([C:27]([F:30])([F:29])[F:28])=[CH:23][CH:22]=2)(=[O:20])=[O:19])[C@H:15]([C:31](OC)=[O:32])[CH2:14]1)([C:8]([CH3:11])([CH3:10])[CH3:9])([CH3:7])[CH3:6]. The catalyst is CO. The product is [Si:5]([O:12][C@H:13]1[CH2:17][N:16]([S:18]([C:21]2[CH:22]=[CH:23][C:24]([C:27]([F:30])([F:28])[F:29])=[CH:25][CH:26]=2)(=[O:20])=[O:19])[C@H:15]([CH2:31][OH:32])[CH2:14]1)([C:8]([CH3:11])([CH3:9])[CH3:10])([CH3:7])[CH3:6]. The yield is 0.530. (4) The reactants are [F:1][C:2]1[C:10]([Cl:11])=[CH:9][C:8]([C:12]([F:15])([F:14])[F:13])=[CH:7][C:3]=1[C:4]([OH:6])=O.C(N1CCCCC1)=O.C(Cl)(=O)C(Cl)=O.Cl.[C:31]([C:35]1[CH:53]=[CH:52][C:38]([CH2:39][NH:40][CH2:41][CH2:42][C:43]2[CH:48]=[CH:47][C:46]([Cl:49])=[C:45]([CH2:50][CH3:51])[CH:44]=2)=[CH:37][CH:36]=1)([CH3:34])([CH3:33])[CH3:32].C(N(CC)CC)C. The catalyst is C1(C)C=CC=CC=1. The product is [C:31]([C:35]1[CH:53]=[CH:52][C:38]([CH2:39][N:40]([CH2:41][CH2:42][C:43]2[CH:48]=[CH:47][C:46]([Cl:49])=[C:45]([CH2:50][CH3:51])[CH:44]=2)[C:4](=[O:6])[C:3]2[CH:7]=[C:8]([C:12]([F:15])([F:14])[F:13])[CH:9]=[C:10]([Cl:11])[C:2]=2[F:1])=[CH:37][CH:36]=1)([CH3:33])([CH3:32])[CH3:34]. The yield is 0.841. (5) The yield is 0.330. The catalyst is ClCCCl.Cl[Pd](Cl)([P](C1C=CC=CC=1)(C1C=CC=CC=1)C1C=CC=CC=1)[P](C1C=CC=CC=1)(C1C=CC=CC=1)C1C=CC=CC=1. The product is [NH2:1][C:2]1[CH:7]=[C:6]([CH:15]=[CH2:16])[N:5]=[C:4]([C:9]([O:11][CH3:12])=[O:10])[C:3]=1[O:13][CH3:14]. The reactants are [NH2:1][C:2]1[CH:7]=[C:6](Br)[N:5]=[C:4]([C:9]([O:11][CH3:12])=[O:10])[C:3]=1[O:13][CH3:14].[CH2:15]([Sn](CCCC)(CCCC)C=C)[CH2:16]CC. (6) The reactants are [Cl:1][C:2]1[CH:3]=[C:4]([CH:8]=[CH:9][C:10]=1[C:11]1[CH:20]=[CH:19][C:18]2[C:13](=[CH:14][CH:15]=[C:16]([OH:21])[CH:17]=2)[N:12]=1)[C:5]([NH2:7])=O.C(OC(C(F)(F)F)=O)(C(F)(F)F)=O.CCN(CC)CC. The catalyst is C(Cl)Cl.O. The product is [Cl:1][C:2]1[CH:3]=[C:4]([CH:8]=[CH:9][C:10]=1[C:11]1[CH:20]=[CH:19][C:18]2[C:13](=[CH:14][CH:15]=[C:16]([OH:21])[CH:17]=2)[N:12]=1)[C:5]#[N:7]. The yield is 0.670.